From a dataset of CYP3A4 inhibition data for predicting drug metabolism from PubChem BioAssay. Regression/Classification. Given a drug SMILES string, predict its absorption, distribution, metabolism, or excretion properties. Task type varies by dataset: regression for continuous measurements (e.g., permeability, clearance, half-life) or binary classification for categorical outcomes (e.g., BBB penetration, CYP inhibition). Dataset: cyp3a4_veith. (1) The compound is Cc1[nH]c2ccccc2c1-c1cc(-c2cc(-c3c(C)[nH]c4ccccc34)nc(N)n2)nc(N)n1. The result is 0 (non-inhibitor). (2) The compound is COc1ccc(C2C(C(C)=O)=C(O)C(=O)N2CCCn2ccnc2)cc1. The result is 1 (inhibitor). (3) The molecule is Cc1nc(NC(=O)c2ccccc2)sc1-c1csc(Nc2ccc(F)cc2)n1. The result is 1 (inhibitor). (4) The drug is CC(=O)c1cc2c(cc1N/C=C\c1nnnn1-c1ccc(Br)cc1)OCO2. The result is 1 (inhibitor). (5) The molecule is COCCNc1nc(-c2cccc(NS(C)(=O)=O)c2)nc2ccccc12. The result is 1 (inhibitor). (6) The result is 1 (inhibitor). The drug is O=S(=O)(c1ccccc1)N1CCC[C@@]2(CCN(c3cccc(-c4ccccc4)c3)C2)C1. (7) The compound is O=C(NC(=S)Nc1ccc2c(c1)OCO2)c1ccccc1. The result is 1 (inhibitor).